Dataset: NCI-60 drug combinations with 297,098 pairs across 59 cell lines. Task: Regression. Given two drug SMILES strings and cell line genomic features, predict the synergy score measuring deviation from expected non-interaction effect. Drug 1: C1=NC2=C(N=C(N=C2N1C3C(C(C(O3)CO)O)O)F)N. Drug 2: CC1CCC2CC(C(=CC=CC=CC(CC(C(=O)C(C(C(=CC(C(=O)CC(OC(=O)C3CCCCN3C(=O)C(=O)C1(O2)O)C(C)CC4CCC(C(C4)OC)OCCO)C)C)O)OC)C)C)C)OC. Cell line: UO-31. Synergy scores: CSS=18.7, Synergy_ZIP=-6.19, Synergy_Bliss=1.52, Synergy_Loewe=-31.4, Synergy_HSA=1.58.